From a dataset of Reaction yield outcomes from USPTO patents with 853,638 reactions. Predict the reaction yield, written as a fraction of the theoretical maximum amount of product (1.0 means a 100% yield; for example, 0.34 means a 34% yield). (1) The reactants are C[O:2][C:3]([CH:5]1[CH2:10][C:9]([F:14])([CH2:11][CH2:12][CH3:13])CC[N:6]1[C:15](OC(C)(C)C)=O)=[O:4].O.[OH-].[Li+].[CH2:25]1COCC1. The catalyst is O. The product is [F:14][C:9]1([CH2:11][CH2:12][CH2:13][CH3:25])[CH2:15][NH:6][C@H:5]([C:3]([OH:2])=[O:4])[CH2:10]1. The yield is 1.00. (2) The reactants are [C:1]([C:3]1([C:23]2[CH:28]=[CH:27][CH:26]=[CH:25][CH:24]=2)[CH2:8][CH2:7][N:6]([CH2:9][CH2:10][CH2:11]C2C=CC=C3C(NC(=O)C=23)=O)[CH2:5][CH2:4]1)#[N:2].[NH2:29]N. The catalyst is CO. The product is [C:1]([C:3]1([C:23]2[CH:28]=[CH:27][CH:26]=[CH:25][CH:24]=2)[CH2:8][CH2:7][N:6]([CH2:9][CH2:10][CH2:11][NH2:29])[CH2:5][CH2:4]1)#[N:2]. The yield is 0.960. (3) The reactants are C[O:2][CH:3]1[CH2:8][CH2:7][CH:6]([C:9]2[S:10][C:11]3[CH:17]=[CH:16][CH:15]=[CH:14][C:12]=3[N:13]=2)[CH2:5][CH2:4]1. The catalyst is I.O. The product is [S:10]1[C:11]2[CH:17]=[CH:16][CH:15]=[CH:14][C:12]=2[N:13]=[C:9]1[CH:6]1[CH2:7][CH2:8][CH:3]([OH:2])[CH2:4][CH2:5]1. The yield is 0.850. (4) The reactants are Br[C:2]1[C:8]([Cl:9])=[CH:7][C:5]([NH2:6])=[C:4]([F:10])[CH:3]=1.[C:11]([Cu])#[N:12]. The yield is 0.680. The catalyst is CN(C=O)C. The product is [NH2:6][C:5]1[C:4]([F:10])=[CH:3][C:2]([C:11]#[N:12])=[C:8]([Cl:9])[CH:7]=1. (5) The reactants are [CH3:1][O:2][C:3]1[C:13]2[CH2:12][CH2:11][CH2:10][C:9](=[O:14])[NH:8][C:7]=2[CH:6]=[CH:5][CH:4]=1.[H-].[Na+].I[CH3:18]. The catalyst is CN(C=O)C. The product is [CH3:1][O:2][C:3]1[C:13]2[CH2:12][CH2:11][CH2:10][C:9](=[O:14])[N:8]([CH3:18])[C:7]=2[CH:6]=[CH:5][CH:4]=1. The yield is 1.00. (6) The reactants are C[O:2][C:3]1[CH:20]=[CH:19][C:6]([CH2:7][C:8]2[S:9][C:10]([C:13]3[CH:18]=[CH:17][CH:16]=[CH:15][CH:14]=3)=[CH:11][CH:12]=2)=[CH:5][CH:4]=1.B(Br)(Br)Br. No catalyst specified. The product is [C:13]1([C:10]2[S:9][C:8]([CH2:7][C:6]3[CH:5]=[CH:4][C:3]([OH:2])=[CH:20][CH:19]=3)=[CH:12][CH:11]=2)[CH:14]=[CH:15][CH:16]=[CH:17][CH:18]=1. The yield is 0.990.